Task: Regression. Given a target protein amino acid sequence and a drug SMILES string, predict the binding affinity score between them. We predict pKd (pKd = -log10(Kd in M); higher means stronger binding). Dataset: bindingdb_kd.. Dataset: Drug-target binding data from BindingDB using Kd measurements The small molecule is O=P(O)(O)OC[C@H]1O[C@@H](n2cnc3c2ncn2ccnc32)[C@H](O)[C@@H]1O. The target protein (P0A6F1) has sequence MIKSALLVLEDGTQFHGRAIGATGSAVGEVVFNTSMTGYQEILTDPSYSRQIVTLTYPHIGNVGTNDADEESSQVHAQGLVIRDLPLIASNFRNTEDLSSYLKRHNIVAIADIDTRKLTRLLREKGAQNGCIIAGDNPDAALALEKARAFPGLNGMDLAKEVTTAEAYSWTQGSWTLTGGLPEAKKEDELPFHVVAYDFGAKRNILRMLVDRGCRLTIVPAQTSAEDVLKMNPDGIFLSNGPGDPAPCDYAITAIQKFLETDIPVFGICLGHQLLALASGAKTVKMKFGHHGGNHPVKDVEKNVVMITAQNHGFAVDEATLPANLRVTHKSLFDGTLQGIHRTDKPAFSFQGHPEASPGPHDAAPLFDHFIELIEQYRKTAK. The pKd is 4.5.